This data is from NCI-60 drug combinations with 297,098 pairs across 59 cell lines. The task is: Regression. Given two drug SMILES strings and cell line genomic features, predict the synergy score measuring deviation from expected non-interaction effect. (1) Drug 1: CC1=CC=C(C=C1)C2=CC(=NN2C3=CC=C(C=C3)S(=O)(=O)N)C(F)(F)F. Drug 2: C1=NC2=C(N1)C(=S)N=CN2. Cell line: NCI-H522. Synergy scores: CSS=50.2, Synergy_ZIP=-0.118, Synergy_Bliss=1.82, Synergy_Loewe=-24.7, Synergy_HSA=3.54. (2) Drug 1: COC1=C(C=C2C(=C1)N=CN=C2NC3=CC(=C(C=C3)F)Cl)OCCCN4CCOCC4. Drug 2: CC=C1C(=O)NC(C(=O)OC2CC(=O)NC(C(=O)NC(CSSCCC=C2)C(=O)N1)C(C)C)C(C)C. Cell line: MDA-MB-435. Synergy scores: CSS=57.9, Synergy_ZIP=8.18, Synergy_Bliss=11.5, Synergy_Loewe=-15.4, Synergy_HSA=12.7. (3) Drug 1: C1=CC(=CC=C1CCCC(=O)O)N(CCCl)CCCl. Drug 2: C1C(C(OC1N2C=NC3=C2NC=NCC3O)CO)O. Cell line: HCT-15. Synergy scores: CSS=7.61, Synergy_ZIP=-0.151, Synergy_Bliss=-4.10, Synergy_Loewe=-12.5, Synergy_HSA=-4.31. (4) Drug 1: CC1=C(N=C(N=C1N)C(CC(=O)N)NCC(C(=O)N)N)C(=O)NC(C(C2=CN=CN2)OC3C(C(C(C(O3)CO)O)O)OC4C(C(C(C(O4)CO)O)OC(=O)N)O)C(=O)NC(C)C(C(C)C(=O)NC(C(C)O)C(=O)NCCC5=NC(=CS5)C6=NC(=CS6)C(=O)NCCC[S+](C)C)O. Drug 2: CS(=O)(=O)OCCCCOS(=O)(=O)C. Cell line: SK-OV-3. Synergy scores: CSS=4.33, Synergy_ZIP=-3.47, Synergy_Bliss=-1.46, Synergy_Loewe=-6.59, Synergy_HSA=-2.03. (5) Drug 1: C1=CN(C(=O)N=C1N)C2C(C(C(O2)CO)O)O.Cl. Drug 2: CC1=C(C=C(C=C1)NC(=O)C2=CC=C(C=C2)CN3CCN(CC3)C)NC4=NC=CC(=N4)C5=CN=CC=C5. Cell line: OVCAR3. Synergy scores: CSS=16.6, Synergy_ZIP=-8.40, Synergy_Bliss=-0.398, Synergy_Loewe=-1.41, Synergy_HSA=0.403. (6) Drug 1: C(=O)(N)NO. Drug 2: CC1CCC2CC(C(=CC=CC=CC(CC(C(=O)C(C(C(=CC(C(=O)CC(OC(=O)C3CCCCN3C(=O)C(=O)C1(O2)O)C(C)CC4CCC(C(C4)OC)O)C)C)O)OC)C)C)C)OC. Cell line: MALME-3M. Synergy scores: CSS=-1.73, Synergy_ZIP=-0.852, Synergy_Bliss=0.0318, Synergy_Loewe=-4.27, Synergy_HSA=-2.84.